From a dataset of Reaction yield outcomes from USPTO patents with 853,638 reactions. Predict the reaction yield, written as a fraction of the theoretical maximum amount of product (1.0 means a 100% yield; for example, 0.34 means a 34% yield). (1) The reactants are [CH3:1][C:2]1([CH3:9])[CH2:7][C:6](=[O:8])[CH2:5][CH2:4][O:3]1.[Br:10]N1C(=O)CCC1=O.C([O-])(=O)C.[NH4+]. The catalyst is CCOCC.C(OCC)(=O)C. The product is [Br:10][CH:5]1[CH2:4][O:3][C:2]([CH3:9])([CH3:1])[CH2:7][C:6]1=[O:8]. The yield is 0.310. (2) The reactants are C([Li])(C)(C)C.CCCCC.Br[C:12]1[CH:17]=[CH:16][CH:15]=[C:14]([CH2:18][CH3:19])[N:13]=1.[CH2:20]([Sn:24](Cl)([CH2:29][CH2:30][CH2:31][CH3:32])[CH2:25][CH2:26][CH2:27][CH3:28])[CH2:21][CH2:22][CH3:23]. The catalyst is C(OCC)C.O. The product is [CH2:18]([C:14]1[CH:15]=[CH:16][CH:17]=[C:12]([Sn:24]([CH2:25][CH2:26][CH2:27][CH3:28])([CH2:29][CH2:30][CH2:31][CH3:32])[CH2:20][CH2:21][CH2:22][CH3:23])[N:13]=1)[CH3:19]. The yield is 0.940. (3) The reactants are CCN([CH:7]([CH3:9])C)C(C)C.CN(C(O[N:18]1N=N[C:20]2[CH:21]=[CH:22][CH:23]=[N:24][C:19]1=2)=[N+](C)C)C.[F:27][P-](F)(F)(F)(F)F.[NH2:34][C@@H:35]1[CH2:40][CH2:39][C@H:38]([N:41]2[C:46](=[O:47])[C:45]3[CH:48]=[C:49]([F:52])[CH:50]=[N:51][C:44]=3[N:43]([C:53]3[CH:54]=[C:55]([C:59]4[CH:64]=[CH:63][CH:62]=[CH:61][CH:60]=4)[CH:56]=[CH:57][CH:58]=3)[C:42]2=[O:65])[CH2:37][CH2:36]1.O.CN([CH:70]=[O:71])C. No catalyst specified. The product is [C:55]1([C:59]2[CH:64]=[CH:63][CH:62]=[CH:61][CH:60]=2)[CH:56]=[CH:57][CH:58]=[C:53]([N:43]2[C:44]3[N:51]=[CH:50][C:49]([F:52])=[CH:48][C:45]=3[C:46](=[O:47])[N:41]([C@@H:38]3[CH2:39][CH2:40][C@H:35]([NH:34][C:70]([C:7]4[N:18]=[C:19]5[CH:20]=[CH:21][C:22]([F:27])=[CH:23][N:24]5[CH:9]=4)=[O:71])[CH2:36][CH2:37]3)[C:42]2=[O:65])[CH:54]=1. The yield is 0.460. (4) The reactants are [N+:1]([C:4]1[CH:5]=[N:6][CH:7]=[CH:8][C:9]=1[O:10][CH:11]1[CH2:14][O:13][CH2:12]1)([O-])=O. The catalyst is CO.[Pd]. The product is [O:13]1[CH2:12][CH:11]([O:10][C:9]2[CH:8]=[CH:7][N:6]=[CH:5][C:4]=2[NH2:1])[CH2:14]1. The yield is 0.977. (5) The reactants are [C:1]([NH:9][C:10]1[CH:15]=[CH:14][C:13]([CH2:16][CH2:17][C:18]([OH:20])=O)=[CH:12][CH:11]=1)(=[O:8])[C:2]1[CH:7]=[CH:6][CH:5]=[CH:4][CH:3]=1.C(N1C=CN=C1)(N1C=CN=C1)=O.Cl.[NH2:34][OH:35].C(N)C. The catalyst is O1CCCC1.CN(C)C=O. The product is [OH:35][NH:34][C:18]([CH2:17][CH2:16][C:13]1[CH:14]=[CH:15][C:10]([NH:9][C:1](=[O:8])[C:2]2[CH:7]=[CH:6][CH:5]=[CH:4][CH:3]=2)=[CH:11][CH:12]=1)=[O:20]. The yield is 0.720. (6) The reactants are [Cl:1][C:2]1[CH:31]=[CH:30][C:5]2[N:6]([CH2:21][C:22]3[CH:27]=[CH:26][C:25]([O:28][CH3:29])=[CH:24][CH:23]=3)[C:7](=[O:20])[CH:8]([CH2:12][C:13]3[CH:18]=[CH:17][CH:16]=[CH:15][C:14]=3[Cl:19])[NH:9][C:10](=O)[C:4]=2[CH:3]=1.CN(C)C1C=CC=CC=1.P(Cl)(Cl)([Cl:43])=O. The catalyst is C1(C)C=CC=CC=1. The product is [Cl:43][C:10]1[C:4]2[CH:3]=[C:2]([Cl:1])[CH:31]=[CH:30][C:5]=2[N:6]([CH2:21][C:22]2[CH:23]=[CH:24][C:25]([O:28][CH3:29])=[CH:26][CH:27]=2)[C:7](=[O:20])[CH:8]([CH2:12][C:13]2[CH:18]=[CH:17][CH:16]=[CH:15][C:14]=2[Cl:19])[N:9]=1. The yield is 1.00. (7) The reactants are [CH3:1][O:2][C:3]1[CH:8]=[CH:7][C:6]([CH2:9][C@H:10]([NH:15][C:16]([O:18]C2C=CC([N+]([O-])=O)=CC=2)=O)[C:11]([O:13][CH3:14])=[O:12])=[CH:5][CH:4]=1.Cl.[CH2:29]([NH:31][CH2:32][CH2:33][C:34]1[N:35]=[CH:36][NH:37][CH:38]=1)[CH3:30].C(N(C(C)C)CC)(C)C.C1(C)C=CC=CC=1. The catalyst is CN(C=O)C. The product is [CH2:29]([N:31]([CH2:32][CH2:33][C:34]1[N:35]=[CH:36][NH:37][CH:38]=1)[C:16](=[O:18])[NH:15][C@@H:10]([CH2:9][C:6]1[CH:5]=[CH:4][C:3]([O:2][CH3:1])=[CH:8][CH:7]=1)[C:11]([O:13][CH3:14])=[O:12])[CH3:30]. The yield is 1.00.